Dataset: Full USPTO retrosynthesis dataset with 1.9M reactions from patents (1976-2016). Task: Predict the reactants needed to synthesize the given product. (1) The reactants are: [Br:1][C:2]1[CH:7]=[CH:6][C:5]([C:8](=C2CCOCC2)[C:9]2[CH:14]=[CH:13][C:12]([OH:15])=[CH:11][CH:10]=2)=[CH:4][CH:3]=1.C1(=C(C2C=CC(O)=CC=2)C2C=CC(/C=C/C(N)=O)=CC=2)CCCCC1.[CH3:47][C:48]1([CH3:57])[CH2:53][C:52](=O)[CH2:51][C:50]([CH3:56])([CH3:55])[O:49]1. Given the product [Br:1][C:2]1[CH:3]=[CH:4][C:5]([C:8](=[C:52]2[CH2:53][C:48]([CH3:57])([CH3:47])[O:49][C:50]([CH3:56])([CH3:55])[CH2:51]2)[C:9]2[CH:14]=[CH:13][C:12]([OH:15])=[CH:11][CH:10]=2)=[CH:6][CH:7]=1, predict the reactants needed to synthesize it. (2) The reactants are: [C:1]([C:5]1[CH:10]=[CH:9][C:8]([C:11]2[N:12]([C:30](Cl)=[O:31])[C@H:13]([C:23]3[CH:28]=[CH:27][C:26]([Cl:29])=[CH:25][CH:24]=3)[C@H:14]([C:16]3[CH:21]=[CH:20][C:19]([Cl:22])=[CH:18][CH:17]=3)[N:15]=2)=[C:7]([O:33][CH2:34][CH3:35])[CH:6]=1)([CH3:4])([CH3:3])[CH3:2].[CH3:36][O:37][CH2:38][C:39]([N:41]1[CH2:46][CH2:45][NH:44][CH2:43][CH2:42]1)=[O:40]. Given the product [C:1]([C:5]1[CH:10]=[CH:9][C:8]([C:11]2[N:12]([C:30]([N:44]3[CH2:43][CH2:42][N:41]([C:39](=[O:40])[CH2:38][O:37][CH3:36])[CH2:46][CH2:45]3)=[O:31])[C@H:13]([C:23]3[CH:24]=[CH:25][C:26]([Cl:29])=[CH:27][CH:28]=3)[C@H:14]([C:16]3[CH:21]=[CH:20][C:19]([Cl:22])=[CH:18][CH:17]=3)[N:15]=2)=[C:7]([O:33][CH2:34][CH3:35])[CH:6]=1)([CH3:2])([CH3:4])[CH3:3], predict the reactants needed to synthesize it.